Predict hERG channel inhibition at various concentrations. From a dataset of hERG Central: cardiac toxicity at 1µM, 10µM, and general inhibition. (1) The compound is Cc1ccc(C)n1CCN1CCN(C(=O)CSc2nc3ccccc3nc2N2CCOCC2)CC1. Results: hERG_inhib (hERG inhibition (general)): blocker. (2) The drug is CCN(CC(=O)NCc1ccc(F)cc1)C(=O)COc1ccc(C)c(C)c1. Results: hERG_inhib (hERG inhibition (general)): blocker. (3) The drug is COc1cccc(CN2CCN(Cc3nc(C(C)C)cs3)CC2CCO)c1. Results: hERG_inhib (hERG inhibition (general)): blocker.